Predict the reactants needed to synthesize the given product. From a dataset of Full USPTO retrosynthesis dataset with 1.9M reactions from patents (1976-2016). (1) Given the product [C:34]([O:38][C:39]([N:41]1[CH2:42][CH2:43][C:44]([C:47](=[O:49])[NH2:48])([NH:50][C:54](=[O:55])[C:53]2[CH:57]=[CH:58][C:59]([C:61]([F:62])([F:63])[F:64])=[CH:60][C:52]=2[F:51])[CH2:45][CH2:46]1)=[O:40])([CH3:37])([CH3:35])[CH3:36], predict the reactants needed to synthesize it. The reactants are: CN(C(ON1N=NC2C=CC=NC1=2)=[N+](C)C)C.F[P-](F)(F)(F)(F)F.CCN(C(C)C)C(C)C.[C:34]([O:38][C:39]([N:41]1[CH2:46][CH2:45][C:44]([NH2:50])([C:47](=[O:49])[NH2:48])[CH2:43][CH2:42]1)=[O:40])([CH3:37])([CH3:36])[CH3:35].[F:51][C:52]1[CH:60]=[C:59]([C:61]([F:64])([F:63])[F:62])[CH:58]=[CH:57][C:53]=1[C:54](O)=[O:55]. (2) Given the product [CH2:5]([N:7]1[CH2:8][C@H:9]([C:11]2[CH:16]=[CH:15][CH:14]=[CH:13][CH:12]=2)[O:10][C:1](=[O:2])[CH2:3]1)[CH3:6], predict the reactants needed to synthesize it. The reactants are: [CH:1]([CH:3]=O)=[O:2].[CH2:5]([NH:7][CH2:8][C@H:9]([C:11]1[CH:16]=[CH:15][CH:14]=[CH:13][CH:12]=1)[OH:10])[CH3:6]. (3) Given the product [Cl:3][C:4]1[CH:9]=[C:8]([Cl:10])[CH:7]=[C:6]([Cl:11])[C:5]=1[O:12][CH2:15][C@@H:16]1[CH2:20][CH2:19][CH2:18][NH:17]1, predict the reactants needed to synthesize it. The reactants are: [H-].[Na+].[Cl:3][C:4]1[CH:9]=[C:8]([Cl:10])[CH:7]=[C:6]([Cl:11])[C:5]=1[OH:12].S1(=O)(=O)[N:17]2[CH2:18][CH2:19][CH2:20][C@H:16]2[CH2:15]O1.Cl. (4) Given the product [CH2:14]([O:13][CH:8]1[CH:7]([NH:6][C:5]([CH:24]2[CH2:28][CH2:27][CH2:26][N:25]2[C:29](=[O:44])[CH:30]([NH:32][C:33](=[O:43])[C:34]2[CH:39]=[C:38]([Cl:40])[C:37]([NH2:41])=[C:36]([Cl:42])[CH:35]=2)[CH3:31])=[O:16])[CH2:11][C:10](=[O:12])[O:9]1)[CH3:15], predict the reactants needed to synthesize it. The reactants are: C(O[C:5](=[O:16])[NH:6][CH:7]1[CH2:11][C:10](=[O:12])[O:9][CH:8]1[O:13][CH2:14][CH3:15])C=C.C(OC([CH:24]1[CH2:28][CH2:27][CH2:26][N:25]1[C:29](=[O:44])[CH:30]([NH:32][C:33](=[O:43])[C:34]1[CH:39]=[C:38]([Cl:40])[C:37]([NH2:41])=[C:36]([Cl:42])[CH:35]=1)[CH3:31])=O)(C)(C)C.O=C1OC(OCCC2C=CC=CC=2)C(NC(C2CCCN2C(=O)C(NC(=O)C2C=CC(N)=C(Cl)C=2)C)=O)C1. (5) Given the product [Cl:30][C:13]1[N:11]2[CH:12]=[C:7]([C:5]3[N:6]=[C:2]([NH:1][C:44](=[O:46])[CH3:45])[S:3][CH:4]=3)[CH:8]=[C:9]([C:31]([F:34])([F:33])[F:32])[C:10]2=[N:15][C:14]=1[C:16]([N:18]1[CH2:22][CH2:21][CH:20]([C:23]2[CH:28]=[CH:27][CH:26]=[C:25]([F:29])[CH:24]=2)[CH2:19]1)=[O:17], predict the reactants needed to synthesize it. The reactants are: [NH2:1][C:2]1[S:3][CH:4]=[C:5]([C:7]2[CH:8]=[C:9]([C:31]([F:34])([F:33])[F:32])[C:10]3[N:11]([C:13]([Cl:30])=[C:14]([C:16]([N:18]4[CH2:22][CH2:21][CH:20]([C:23]5[CH:28]=[CH:27][CH:26]=[C:25]([F:29])[CH:24]=5)[CH2:19]4)=[O:17])[N:15]=3)[CH:12]=2)[N:6]=1.C(N(CC)C(C)C)(C)C.[C:44](Cl)(=[O:46])[CH3:45]. (6) The reactants are: [Cl:1][C:2]1[CH:3]=[C:4]([OH:9])[CH:5]=[CH:6][C:7]=1[CH3:8].[C:10](Cl)(=[O:13])[CH2:11][CH3:12].[Cl-].[Cl-].[Cl-].[Al+3].Cl. Given the product [Cl:1][C:2]1[C:7]([CH3:8])=[CH:6][C:5]([C:10](=[O:13])[CH2:11][CH3:12])=[C:4]([OH:9])[CH:3]=1, predict the reactants needed to synthesize it. (7) Given the product [C:15]([O:19][C:20]([N:22]1[CH2:27][CH2:26][CH:25]([N:28]([CH:29]2[CH2:30][CH2:31]2)[C:10](=[O:12])[C:9]2[CH:8]=[CH:7][C:6]([C:4]3[N:3]=[CH:2][O:1][CH:5]=3)=[CH:14][CH:13]=2)[CH2:24][CH2:23]1)=[O:21])([CH3:18])([CH3:16])[CH3:17], predict the reactants needed to synthesize it. The reactants are: [O:1]1[CH:5]=[C:4]([C:6]2[CH:14]=[CH:13][C:9]([C:10]([OH:12])=O)=[CH:8][CH:7]=2)[N:3]=[CH:2]1.[C:15]([O:19][C:20]([N:22]1[CH2:27][CH2:26][CH:25]([NH:28][CH:29]2[CH2:31][CH2:30]2)[CH2:24][CH2:23]1)=[O:21])([CH3:18])([CH3:17])[CH3:16]. (8) Given the product [F:20][C:5]1[C:4]([CH2:3][OH:2])=[CH:9][CH:8]=[C:7]([NH:10][CH2:11][C:12]2[CH:17]=[CH:16][C:15]([O:18][CH3:19])=[CH:14][CH:13]=2)[N:6]=1, predict the reactants needed to synthesize it. The reactants are: C[O:2][C:3](=O)[C:4]1[CH:9]=[CH:8][C:7]([NH:10][CH2:11][C:12]2[CH:17]=[CH:16][C:15]([O:18][CH3:19])=[CH:14][CH:13]=2)=[N:6][C:5]=1[F:20].[H-].[Al+3].[Li+].[H-].[H-].[H-].